From a dataset of Forward reaction prediction with 1.9M reactions from USPTO patents (1976-2016). Predict the product of the given reaction. (1) Given the reactants [Cl:1][C:2]1[CH:23]=[CH:22][C:5]([CH2:6][N:7]2[C:16](=[O:17])[C:15]3[C:10](=[CH:11][C:12]([C:18]([OH:20])=O)=[CH:13][CH:14]=3)[NH:9][C:8]2=[O:21])=[CH:4][CH:3]=1.[N:24]1([CH2:30][CH2:31][CH2:32][NH2:33])[CH2:29][CH2:28][O:27][CH2:26][CH2:25]1, predict the reaction product. The product is: [N:24]1([CH2:30][CH2:31][CH2:32][NH:33][C:18]([C:12]2[CH:11]=[C:10]3[C:15]([C:16](=[O:17])[N:7]([CH2:6][C:5]4[CH:22]=[CH:23][C:2]([Cl:1])=[CH:3][CH:4]=4)[C:8](=[O:21])[NH:9]3)=[CH:14][CH:13]=2)=[O:20])[CH2:29][CH2:28][O:27][CH2:26][CH2:25]1. (2) Given the reactants [N:1]1[CH:6]=[CH:5][C:4](B(O)O)=[CH:3][CH:2]=1.[Br:10][C:11]1[CH:16]=[CH:15][CH:14]=[C:13](Br)[CH:12]=1.CCCCCC, predict the reaction product. The product is: [Br:10][C:11]1[CH:12]=[C:13]([C:4]2[CH:5]=[CH:6][N:1]=[CH:2][CH:3]=2)[CH:14]=[CH:15][CH:16]=1. (3) Given the reactants C([O:3][C:4](=[O:13])[C:5]1[CH:10]=[CH:9][C:8]([NH2:11])=[C:7]([NH2:12])[CH:6]=1)C.[Cl:14][C:15]1[CH:20]=[CH:19][CH:18]=[C:17]([Cl:21])[C:16]=1[N:22]=[C:23]=S.C1CCC(N=C=NC2CCCCC2)CC1, predict the reaction product. The product is: [Cl:14][C:15]1[CH:20]=[CH:19][CH:18]=[C:17]([Cl:21])[C:16]=1[NH:22][C:23]1[NH:11][C:8]2[CH:9]=[CH:10][C:5]([C:4]([OH:3])=[O:13])=[CH:6][C:7]=2[N:12]=1.